Dataset: Full USPTO retrosynthesis dataset with 1.9M reactions from patents (1976-2016). Task: Predict the reactants needed to synthesize the given product. (1) The reactants are: [CH3:1][O:2][C@:3]1([C@@H:21]2[CH2:25][S:24][C:23](=[O:26])[N:22]2[CH2:27][C:28]2[CH:33]=[CH:32][C:31]([O:34][CH3:35])=[CH:30][CH:29]=2)[CH2:18][C@H:17]2[CH2:19][C@@H:5]([CH2:6][CH2:7][CH2:8][CH:9]=[CH:10][CH2:11][CH2:12][CH2:13][CH2:14][C:15](=[O:20])[O:16]2)[O:4]1.COC1C=CC(CN2CCSC2=O)=CC=1. Given the product [CH3:1][O:2][C@:3]1([C@@H:21]2[CH2:25][S:24][C:23](=[O:26])[N:22]2[CH2:27][C:28]2[CH:29]=[CH:30][C:31]([O:34][CH3:35])=[CH:32][CH:33]=2)[CH2:18][C@H:17]2[CH2:19][C@@H:5]([CH2:6][CH2:7][CH2:8][CH2:9][CH2:10][CH2:11][CH2:12][CH2:13][CH2:14][C:15](=[O:20])[O:16]2)[O:4]1, predict the reactants needed to synthesize it. (2) Given the product [S:1]1[C:5]2[CH:6]=[C:7]([N:10]3[CH:14]([CH3:15])[CH:13]([CH3:16])[N:12]([C:19]4[CH:20]=[N:21][CH:22]=[CH:23][C:24]=4[CH3:25])[C:11]3=[O:17])[CH:8]=[CH:9][C:4]=2[N:3]=[CH:2]1, predict the reactants needed to synthesize it. The reactants are: [S:1]1[C:5]2[CH:6]=[C:7]([N:10]3[CH:14]([CH3:15])[CH:13]([CH3:16])[NH:12][C:11]3=[O:17])[CH:8]=[CH:9][C:4]=2[N:3]=[CH:2]1.I[C:19]1[CH:20]=[N:21][CH:22]=[CH:23][C:24]=1[CH3:25].CNC1CCCCC1NC.P([O-])([O-])([O-])=O.[K+].[K+].[K+].